This data is from Full USPTO retrosynthesis dataset with 1.9M reactions from patents (1976-2016). The task is: Predict the reactants needed to synthesize the given product. Given the product [C:5]1([CH3:12])[CH:6]=[CH:1][C:2]([S:7]([OH:10])(=[O:9])=[O:8])=[CH:3][CH:4]=1, predict the reactants needed to synthesize it. The reactants are: [C:1]1(C)[C:2]([S:7]([OH:10])(=[O:9])=[O:8])=[CH:3][CH:4]=[CH:5][CH:6]=1.[CH3:12]O.